Dataset: NCI-60 drug combinations with 297,098 pairs across 59 cell lines. Task: Regression. Given two drug SMILES strings and cell line genomic features, predict the synergy score measuring deviation from expected non-interaction effect. (1) Drug 2: N.N.Cl[Pt+2]Cl. Synergy scores: CSS=14.2, Synergy_ZIP=-7.18, Synergy_Bliss=-1.74, Synergy_Loewe=-7.64, Synergy_HSA=-2.71. Cell line: UACC-257. Drug 1: C(=O)(N)NO. (2) Drug 1: C1=NC2=C(N1)C(=S)N=CN2. Drug 2: C1C(C(OC1N2C=NC(=NC2=O)N)CO)O. Cell line: MOLT-4. Synergy scores: CSS=72.1, Synergy_ZIP=0.0503, Synergy_Bliss=-0.323, Synergy_Loewe=1.22, Synergy_HSA=4.32. (3) Drug 1: C1=NC2=C(N1)C(=S)N=C(N2)N. Drug 2: CC1CCCC2(C(O2)CC(NC(=O)CC(C(C(=O)C(C1O)C)(C)C)O)C(=CC3=CSC(=N3)C)C)C. Cell line: CCRF-CEM. Synergy scores: CSS=36.9, Synergy_ZIP=3.48, Synergy_Bliss=-0.0209, Synergy_Loewe=-1.84, Synergy_HSA=-1.81. (4) Drug 1: C1=CC(=CC=C1CCC2=CNC3=C2C(=O)NC(=N3)N)C(=O)NC(CCC(=O)O)C(=O)O. Drug 2: C1CC(=O)NC(=O)C1N2C(=O)C3=CC=CC=C3C2=O. Cell line: HCT116. Synergy scores: CSS=21.9, Synergy_ZIP=3.78, Synergy_Bliss=-7.65, Synergy_Loewe=-27.8, Synergy_HSA=-7.68. (5) Drug 1: CC1=C(C=C(C=C1)NC2=NC=CC(=N2)N(C)C3=CC4=NN(C(=C4C=C3)C)C)S(=O)(=O)N.Cl. Drug 2: CC(C)(C#N)C1=CC(=CC(=C1)CN2C=NC=N2)C(C)(C)C#N. Cell line: HT29. Synergy scores: CSS=-1.31, Synergy_ZIP=1.54, Synergy_Bliss=2.33, Synergy_Loewe=-1.38, Synergy_HSA=-0.371. (6) Drug 1: COC1=CC(=CC(=C1O)OC)C2C3C(COC3=O)C(C4=CC5=C(C=C24)OCO5)OC6C(C(C7C(O6)COC(O7)C8=CC=CS8)O)O. Drug 2: CC1=C2C(C(=O)C3(C(CC4C(C3C(C(C2(C)C)(CC1OC(=O)C(C(C5=CC=CC=C5)NC(=O)C6=CC=CC=C6)O)O)OC(=O)C7=CC=CC=C7)(CO4)OC(=O)C)O)C)OC(=O)C. Cell line: SF-268. Synergy scores: CSS=40.9, Synergy_ZIP=0.554, Synergy_Bliss=2.47, Synergy_Loewe=-3.25, Synergy_HSA=2.73. (7) Drug 1: C1=CC(=C2C(=C1NCCNCCO)C(=O)C3=C(C=CC(=C3C2=O)O)O)NCCNCCO. Drug 2: C(CN)CNCCSP(=O)(O)O. Cell line: NCI-H522. Synergy scores: CSS=57.8, Synergy_ZIP=2.50, Synergy_Bliss=3.06, Synergy_Loewe=-61.3, Synergy_HSA=2.57. (8) Drug 1: C1=CN(C=N1)CC(O)(P(=O)(O)O)P(=O)(O)O. Drug 2: C1CCC(C(C1)N)N.C(=O)(C(=O)[O-])[O-].[Pt+4]. Cell line: OVCAR3. Synergy scores: CSS=11.0, Synergy_ZIP=-5.06, Synergy_Bliss=3.06, Synergy_Loewe=-1.38, Synergy_HSA=-0.344. (9) Drug 1: CC1=C(C(CCC1)(C)C)C=CC(=CC=CC(=CC(=O)O)C)C. Drug 2: CC(C)NC(=O)C1=CC=C(C=C1)CNNC.Cl. Cell line: NCIH23. Synergy scores: CSS=4.04, Synergy_ZIP=-0.623, Synergy_Bliss=-1.22, Synergy_Loewe=-5.05, Synergy_HSA=-4.08.